Regression. Given two drug SMILES strings and cell line genomic features, predict the synergy score measuring deviation from expected non-interaction effect. From a dataset of NCI-60 drug combinations with 297,098 pairs across 59 cell lines. (1) Drug 1: CCCS(=O)(=O)NC1=C(C(=C(C=C1)F)C(=O)C2=CNC3=C2C=C(C=N3)C4=CC=C(C=C4)Cl)F. Drug 2: CS(=O)(=O)OCCCCOS(=O)(=O)C. Cell line: UO-31. Synergy scores: CSS=6.09, Synergy_ZIP=-3.45, Synergy_Bliss=-3.67, Synergy_Loewe=-3.87, Synergy_HSA=-3.08. (2) Drug 1: C1CCC(C1)C(CC#N)N2C=C(C=N2)C3=C4C=CNC4=NC=N3. Drug 2: CC1=CC=C(C=C1)C2=CC(=NN2C3=CC=C(C=C3)S(=O)(=O)N)C(F)(F)F. Cell line: HOP-92. Synergy scores: CSS=8.62, Synergy_ZIP=-0.660, Synergy_Bliss=1.96, Synergy_Loewe=-0.247, Synergy_HSA=3.12. (3) Drug 1: C1=NC2=C(N=C(N=C2N1C3C(C(C(O3)CO)O)F)Cl)N. Drug 2: CCN(CC)CCCC(C)NC1=C2C=C(C=CC2=NC3=C1C=CC(=C3)Cl)OC. Cell line: HS 578T. Synergy scores: CSS=1.55, Synergy_ZIP=5.75, Synergy_Bliss=2.97, Synergy_Loewe=1.33, Synergy_HSA=1.14. (4) Drug 1: C(CC(=O)O)C(=O)CN.Cl. Drug 2: CC(C)NC(=O)C1=CC=C(C=C1)CNNC.Cl. Cell line: UACC-257. Synergy scores: CSS=6.08, Synergy_ZIP=-1.65, Synergy_Bliss=0.110, Synergy_Loewe=-0.709, Synergy_HSA=0.0576. (5) Drug 1: CC1=CC2C(CCC3(C2CCC3(C(=O)C)OC(=O)C)C)C4(C1=CC(=O)CC4)C. Drug 2: C1C(C(OC1N2C=NC3=C2NC=NCC3O)CO)O. Cell line: RPMI-8226. Synergy scores: CSS=11.4, Synergy_ZIP=0.738, Synergy_Bliss=4.55, Synergy_Loewe=6.28, Synergy_HSA=5.21. (6) Drug 1: C1C(C(OC1N2C=C(C(=O)NC2=O)F)CO)O. Drug 2: C(=O)(N)NO. Cell line: HCC-2998. Synergy scores: CSS=25.5, Synergy_ZIP=0.563, Synergy_Bliss=-0.983, Synergy_Loewe=-15.3, Synergy_HSA=-2.17. (7) Drug 1: CNC(=O)C1=CC=CC=C1SC2=CC3=C(C=C2)C(=NN3)C=CC4=CC=CC=N4. Drug 2: CN1C2=C(C=C(C=C2)N(CCCl)CCCl)N=C1CCCC(=O)O.Cl. Cell line: HCT116. Synergy scores: CSS=8.88, Synergy_ZIP=-1.13, Synergy_Bliss=1.17, Synergy_Loewe=-4.38, Synergy_HSA=-1.15.